This data is from Reaction yield outcomes from USPTO patents with 853,638 reactions. The task is: Predict the reaction yield, written as a fraction of the theoretical maximum amount of product (1.0 means a 100% yield; for example, 0.34 means a 34% yield). (1) The reactants are ClC(Cl)(O[C:5](=[O:11])OC(Cl)(Cl)Cl)Cl.[NH2:13][C:14]1[C:15]2[CH2:26][N:25]([C:27]([O:29][C:30]([CH3:33])([CH3:32])[CH3:31])=[O:28])[C:24]([CH3:35])([CH3:34])[C:16]=2[N:17]([C:19]([O:21][CH2:22][CH3:23])=[O:20])[N:18]=1.C(N(CC)C(C)C)(C)C.[NH:45]1[CH2:50][CH2:49][CH2:48][CH2:47][CH2:46]1. The catalyst is O1CCCC1.CCOC(C)=O.CCCCCC. The product is [N:45]1([C:5]([NH:13][C:14]2[C:15]3[CH2:26][N:25]([C:27]([O:29][C:30]([CH3:33])([CH3:32])[CH3:31])=[O:28])[C:24]([CH3:34])([CH3:35])[C:16]=3[N:17]([C:19]([O:21][CH2:22][CH3:23])=[O:20])[N:18]=2)=[O:11])[CH2:50][CH2:49][CH2:48][CH2:47][CH2:46]1. The yield is 0.720. (2) The reactants are C[Si]([N-][Si](C)(C)C)(C)C.[Na+].[C:11]([O:14][CH3:15])(=[O:13])[CH3:12].[CH:16]1(/[CH:19]=[N:20]/[S@@:21]([C:23]([CH3:26])([CH3:25])[CH3:24])=[O:22])[CH2:18][CH2:17]1.C1C[O:30][CH2:29][CH2:28]1. The catalyst is CCOC(C)=O. The product is [CH:16]1([C@@H:19]([NH:20][S@@:21]([C:23]([CH3:26])([CH3:25])[CH3:24])=[O:22])[CH2:28][C:29](=[O:30])[CH2:12][C:11]([O:14][CH3:15])=[O:13])[CH2:17][CH2:18]1. The yield is 0.790. (3) The catalyst is CO. The reactants are [C:1]([C@H:3]1[CH2:8][CH2:7][CH2:6][C@H:5]([O:9]C(=O)C2C=CC=CC=2)[CH2:4]1)#[N:2].O(C)[Na]. The product is [OH:9][C@H:5]1[CH2:6][CH2:7][CH2:8][C@H:3]([C:1]#[N:2])[CH2:4]1. The yield is 0.780. (4) The reactants are [CH:1]([C:4]1[CH:5]=[C:6]([C:10]2[CH:18]=[C:17]3[C:13]([CH2:14][C:15](=[O:19])[NH:16]3)=[CH:12][CH:11]=2)[CH:7]=[CH:8][CH:9]=1)([CH3:3])[CH3:2].[N:20]1([CH2:25][CH2:26][NH:27][C:28]([C:30]2[C:34]([CH3:35])=[C:33]([CH:36]=O)[NH:32][C:31]=2[CH3:38])=[O:29])[CH2:24][CH2:23][CH2:22][CH2:21]1. No catalyst specified. The product is [N:20]1([CH2:25][CH2:26][NH:27][C:28]([C:30]2[C:34]([CH3:35])=[C:33]([CH:36]=[C:14]3[C:13]4[C:17](=[CH:18][C:10]([C:6]5[CH:7]=[CH:8][CH:9]=[C:4]([CH:1]([CH3:3])[CH3:2])[CH:5]=5)=[CH:11][CH:12]=4)[NH:16][C:15]3=[O:19])[NH:32][C:31]=2[CH3:38])=[O:29])[CH2:24][CH2:23][CH2:22][CH2:21]1. The yield is 0.630. (5) The reactants are [CH3:1][C:2]1[CH:7]=[CH:6][CH:5]=[C:4]([CH3:8])[C:3]=1[OH:9].[H-].[Na+].[Cl:12][C:13]1[CH:18]=[C:17]([N+]([O-])=O)[CH:16]=[CH:15][N:14]=1. No catalyst specified. The product is [Cl:12][C:13]1[CH:18]=[C:17]([O:9][C:3]2[C:4]([CH3:8])=[CH:5][CH:6]=[CH:7][C:2]=2[CH3:1])[CH:16]=[CH:15][N:14]=1. The yield is 0.960. (6) The yield is 0.740. The catalyst is C1COCC1.CO. The reactants are [OH-].[Li+].[NH2:3][C:4]1[N:5]([C:18]2[C:27]3[C:22](=[CH:23][CH:24]=[CH:25][CH:26]=3)[C:21]([CH:28]3[CH2:30][CH2:29]3)=[CH:20][CH:19]=2)[C:6]([S:9][C:10]([CH3:17])([CH3:16])[C:11]([O:13]CC)=[O:12])=[N:7][N:8]=1.Cl. The product is [NH2:3][C:4]1[N:5]([C:18]2[C:27]3[C:22](=[CH:23][CH:24]=[CH:25][CH:26]=3)[C:21]([CH:28]3[CH2:30][CH2:29]3)=[CH:20][CH:19]=2)[C:6]([S:9][C:10]([CH3:17])([CH3:16])[C:11]([OH:13])=[O:12])=[N:7][N:8]=1. (7) The reactants are [CH3:1][N:2]1[C:6]([N:7]2[C:11]3=[N:12][CH:13]=[CH:14][CH:15]=[C:10]3[CH:9]=[CH:8]2)=[C:5]([CH:16]=[O:17])[C:4]([CH3:18])=[N:3]1.[H][H]. The catalyst is CO.[C].[Pd]. The product is [N:7]1([C:6]2[N:2]([CH3:1])[N:3]=[C:4]([CH3:18])[C:5]=2[CH:16]=[O:17])[C:11]2=[N:12][CH:13]=[CH:14][CH:15]=[C:10]2[CH2:9][CH2:8]1. The yield is 0.610. (8) The reactants are Cl[C:2](OC(Cl)(Cl)Cl)=[O:3].[NH2:9][C:10]1[CH:18]=[CH:17][C:16]([CH3:19])=[CH:15][C:11]=1[C:12]([OH:14])=[O:13]. The catalyst is O1CCOCC1. The product is [CH3:19][C:16]1[CH:17]=[CH:18][C:10]2[NH:9][C:2](=[O:3])[O:13][C:12](=[O:14])[C:11]=2[CH:15]=1. The yield is 0.940.